This data is from Reaction yield outcomes from USPTO patents with 853,638 reactions. The task is: Predict the reaction yield, written as a fraction of the theoretical maximum amount of product (1.0 means a 100% yield; for example, 0.34 means a 34% yield). (1) The yield is 0.920. The product is [NH2:9][C:10]1[CH:19]=[C:18]2[C:13]([CH:14]=[CH:15][CH:16]=[C:17]2[N:20]2[CH2:25][CH2:24][N:23]([CH3:26])[CH2:22][CH2:21]2)=[CH:12][CH:11]=1. The catalyst is Cl. The reactants are C([NH:9][C:10]1[CH:19]=[C:18]2[C:13]([CH:14]=[CH:15][CH:16]=[C:17]2[N:20]2[CH2:25][CH2:24][N:23]([CH3:26])[CH2:22][CH2:21]2)=[CH:12][CH:11]=1)(=O)C1C=CC=CC=1.C(O)C.[OH-].[Na+]. (2) The reactants are CC1C=CC(S(O[CH2:12][CH2:13][CH2:14][C:15]([F:18])([F:17])[F:16])(=O)=O)=CC=1.O.[NH2:20][NH2:21].[CH3:22][C:23]([CH3:30])([CH3:29])[C:24](=O)[CH2:25][C:26]#[N:27]. The catalyst is CCO. The product is [C:23]([C:24]1[CH:25]=[C:26]([NH2:27])[N:21]([CH2:12][CH2:13][CH2:14][C:15]([F:16])([F:17])[F:18])[N:20]=1)([CH3:30])([CH3:29])[CH3:22]. The yield is 0.460.